Dataset: Full USPTO retrosynthesis dataset with 1.9M reactions from patents (1976-2016). Task: Predict the reactants needed to synthesize the given product. Given the product [CH2:10]([O:9][C:7]([C:6]1[CH:16]=[CH:17][C:3]([CH2:1][N:18]2[CH2:21][CH:20]([C:22]([OH:24])=[O:23])[CH2:19]2)=[CH:4][CH:5]=1)=[O:8])[CH2:11][CH2:12][CH2:13][CH2:14][CH3:15], predict the reactants needed to synthesize it. The reactants are: [CH:1]([C:3]1[CH:17]=[CH:16][C:6]([C:7]([O:9][CH2:10][CH2:11][CH2:12][CH2:13][CH2:14][CH3:15])=[O:8])=[CH:5][CH:4]=1)=O.[NH:18]1[CH2:21][CH:20]([C:22]([OH:24])=[O:23])[CH2:19]1.CC(O)=O.C([BH3-])#N.[Na+].